Dataset: Full USPTO retrosynthesis dataset with 1.9M reactions from patents (1976-2016). Task: Predict the reactants needed to synthesize the given product. Given the product [Br:1][C:2]1[N:7]=[C:6]([NH:8][CH2:12][CH2:13][CH:14]2[CH2:19][CH2:18][O:17][C:16]([CH3:20])([CH3:21])[CH2:15]2)[C:5]([NH2:10])=[N:4][CH:3]=1, predict the reactants needed to synthesize it. The reactants are: [Br:1][C:2]1[N:7]=[C:6]2[N:8]([CH2:12][CH2:13][CH:14]3[CH2:19][CH2:18][O:17][C:16]([CH3:21])([CH3:20])[CH2:15]3)C(=O)[NH:10][C:5]2=[N:4][CH:3]=1.BrC1C(N)=NC=C(Br)N=1.Cl.CC1(C)CC(CCN)CCO1.C(N(C(C)C)CC)(C)C.